This data is from Full USPTO retrosynthesis dataset with 1.9M reactions from patents (1976-2016). The task is: Predict the reactants needed to synthesize the given product. (1) Given the product [I:14][C:15]1[CH:20]=[CH:19][CH:18]=[CH:17][C:16]=1[O:1][CH2:2][CH:3]1[CH2:6][N:5]([C:7]([O:9][C:10]([CH3:13])([CH3:12])[CH3:11])=[O:8])[CH2:4]1, predict the reactants needed to synthesize it. The reactants are: [OH:1][CH2:2][CH:3]1[CH2:6][N:5]([C:7]([O:9][C:10]([CH3:13])([CH3:12])[CH3:11])=[O:8])[CH2:4]1.[I:14][C:15]1[CH:20]=[CH:19][CH:18]=[CH:17][C:16]=1O.N(C(N1CCCCC1)=O)=NC(N1CCCCC1)=O.C(P(CCCC)CCCC)CCC. (2) Given the product [Br:1][C:2]1[CH:10]=[C:9]2[C:5]([CH2:6][C:7]3([CH2:16][CH2:15][C:14](=[O:20])[CH2:13][CH2:12]3)[C:8]2=[O:11])=[CH:4][CH:3]=1, predict the reactants needed to synthesize it. The reactants are: [Br:1][C:2]1[CH:10]=[C:9]2[C:5]([CH2:6][C:7]3([CH2:16][CH2:15][C:14](F)(F)[CH2:13][CH2:12]3)[C:8]2=[O:11])=[CH:4][CH:3]=1.C([O-])([O-])=[O:20].[Cs+].[Cs+]. (3) Given the product [Cl:1][C:2]1[CH:3]=[CH:4][C:5]([S:8][CH2:9][CH2:10][NH:11][CH2:12][C:13]([OH:15])=[O:14])=[CH:6][CH:7]=1, predict the reactants needed to synthesize it. The reactants are: [Cl:1][C:2]1[CH:7]=[CH:6][C:5]([S:8][CH2:9][CH2:10][NH:11][CH2:12][C:13]([O:15]C(C)(C)C)=[O:14])=[CH:4][CH:3]=1. (4) Given the product [NH2:1][C:4]1[CH:5]=[CH:6][C:7]2[CH:12]=[CH:11][CH:10]=[CH:9][C:8]=2[NH:2][N:3]=1, predict the reactants needed to synthesize it. The reactants are: [NH3:1].[NH:2]1[C:8]2[CH:9]=[CH:10][CH:11]=[CH:12][C:7]=2[CH:6]=[CH:5][CH:4]=[N:3]1.CCOCC. (5) Given the product [CH3:23][C@H:24]1[C:25](=[O:26])[O:21][C@@H:22]2[CH2:29][CH:7]=[CH:5][C@H:6]12, predict the reactants needed to synthesize it. The reactants are: C([N-][CH:5]([CH3:7])[CH3:6])(C)C.[Li+].[Li]CCCC.C(NC(C)C)(C)C.[O:21]1[C:25](=[O:26])[CH2:24][C@H:23]2C=C[CH2:29][C@@H:22]12.CI. (6) Given the product [Br:1][C:2]1[C:9]([F:10])=[CH:8][C:7]([N+:11]([O-:13])=[O:12])=[C:4]([CH:3]=1)[C:5]#[N:6], predict the reactants needed to synthesize it. The reactants are: [Br:1][C:2]1[CH:3]=[C:4]([CH:7]=[CH:8][C:9]=1[F:10])[C:5]#[N:6].[N+:11]([O-])([OH:13])=[O:12]. (7) Given the product [Cl:1][C:2]1[CH:15]=[CH:14][C:13]([CH2:16][CH2:17][C:18]2[C:19]([F:26])=[CH:20][C:21]([F:25])=[CH:22][C:23]=2[F:24])=[CH:12][C:3]=1[NH:4][N:5]1[CH2:10][CH2:9][CH2:8][O:7][C:6]1=[O:11], predict the reactants needed to synthesize it. The reactants are: [Cl:1][C:2]1[CH:15]=[CH:14][C:13]([C:16]#[C:17][C:18]2[C:23]([F:24])=[CH:22][C:21]([F:25])=[CH:20][C:19]=2[F:26])=[CH:12][C:3]=1[NH:4][N:5]1[CH2:10][CH2:9][CH2:8][O:7][C:6]1=[O:11].